Task: Binary Classification. Given a miRNA mature sequence and a target amino acid sequence, predict their likelihood of interaction.. Dataset: Experimentally validated miRNA-target interactions with 360,000+ pairs, plus equal number of negative samples (1) The miRNA is hsa-miR-6077 with sequence GGGAAGAGCUGUACGGCCUUC. The protein sequence of the target gene is MGAPATRRCVEWLLGLYFLSHIPITLFMDLQAVLPRELYPVEFRNLLKWYAKEFKDPLLQEPPAWFKSFLFCELVFQLPFFPIATYAFLKGSCKWIRTPAIIYSVHTMTTLIPILSTFLFEDFSKASGFKGQRPETLHERLTLVSVYAPYLLIPFILLIFMLRSPYYKYEEKRKKK. Result: 1 (interaction). (2) The miRNA is hsa-miR-222-3p with sequence AGCUACAUCUGGCUACUGGGU. The protein sequence of the target gene is MTLVLSMNRFCEPIVSEGAAEIAGYQTLWEADSYGGPSPPGPAQAPLQGDRGAGPPLAGSHYRGISNPITTSKITYFKRKYVEEEDFHPPLSSCSHKTISIFEERAHILYMSLEKLKFIDDPEVYLRRSVLINNLMKRIHGEIIMQNNWCFPACSFNGTSAQEWFMAQDCPYRKRPRMAKEECEKFHACCFYQECGGHYLNLPLSVNANVGSASTAASSPSASSSSSSSSSSPPLPLPSCSRQVDFDVGSASIYKSDGQIPANEIFVTNVRSLGVQEKAKLNDEKANDDTNRDGGPLSHE.... Result: 1 (interaction). (3) The miRNA is mmu-miR-93-5p with sequence CAAAGUGCUGUUCGUGCAGGUAG. The protein sequence of the target gene is MGCIKSKENKSPAIKYTPENLTEPVSPSASHYGVEHATVAPTSSTKGASVNFNSLSMTPFGGSSGVTPFGGASSSFSVVSSSYPTGLTGGVTIFVALYDYEARTTEDLSFKKGERFQIINNTEGDWWEARSIATGKSGYIPSNYVVPADSIQAEEWYFGKMGRKDAERLLLNPGNQRGIFLVRESETTKGAYSLSIRDWDEVRGDNVKHYKIRKLDNGGYYITTRAQFDTLQKLVKHYTEHADGLCHKLTTVCPTVKPQTQGLAKDAWEIPRESLRLEVKLGQGCFGEVWMGTWNGTTKV.... Result: 0 (no interaction). (4) The miRNA is hsa-miR-548ae-3p with sequence CAAAAACUGCAAUUACUUUCA. The protein sequence of the target gene is MPANEDAPQPGEHGSACEVSVSFEDVTVDFSREEWQQLDSTQRRLYQDVMLENYSHLLSVGFEVPKPEVIFKLEQGEGPWTLEGEAPHQSCSDGKFGIKPSQRRISGKSTFHSEMEGEDTRDDSLYSILEELWQDAEQIKRCQEKHNKLLSRTTFLNKKILNTEWDYEYKDFGKFVHPSPNLILSQKRPHKRDSFGKSFKHNLDLHIHNKSNAAKNLDKTIGHGQVFTQNSSYSHHENTHTGVKFCERNQCGKVLSLKHSLSQNVKFPIGEKANTCTEFGKIFTQRSHFFAPQKIHTVEK.... Result: 1 (interaction). (5) The miRNA is hsa-miR-4466 with sequence GGGUGCGGGCCGGCGGGG. The protein sequence of the target gene is MSGPVPSRARVYTDVNTHRPREYWDYESHVVEWGNQDDYQLVRKLGRGKYSEVFEAINITNNEKVVVKILKPVKKKKIKREIKILENLRGGPNIITLADIVKDPVSRTPALVFEHVNNTDFKQLYQTLTDYDIRFYMYEILKALDYCHSMGIMHRDVKPHNVMIDHEHRKLRLIDWGLAEFYHPGQEYNVRVASRYFKGPELLVDYQMYDYSLDMWSLGCMLASMIFRKEPFFHGHDNYDQLVRIAKVLGTEDLYDYIDKYNIELDPRFNDILGRHSRKRWERFVHSENQHLVSPEALDF.... Result: 0 (no interaction). (6) The miRNA is hsa-miR-760 with sequence CGGCUCUGGGUCUGUGGGGA. The protein sequence of the target gene is MSEQSICQARASVMVYDDTSKKWVPIKPGQQGFSRINIYHNTASSTFRVVGVKLQDQQVVINYSIVKGLKYNQATPTFHQWRDARQVYGLNFASKEEATTFSNAMLFALNIMNSQEGGPSTQRQVQNGPSPEEMDIQRRQVMEQQHRQESLERRISATGPILPPGHPSSAASTTLSCSGPPPPPPPPVPPPPTGSTPPPPPPLPAGGAQGTNHDESSASGLAAALAGAKLRRVQRPEDASGGSSPSGTSKSDANRASSGGGGGGLMEEMNKLLAKRRKAASQTDKPADRKEDESQTEDPS.... Result: 0 (no interaction). (7) The miRNA is hsa-miR-4504 with sequence UGUGACAAUAGAGAUGAACAUG. The protein sequence of the target gene is MKKASRSVGSVPKVSAISKTQTAEKIKPENSSSASTGGKLVKPGTAASLSKTKSSDDLLAGMAGGVTVTNGVKGKKSTCPSAAPSASAPAMTTVENKSKISTGTASSTKRSTSTGNKESSSTRERLRERTRLNQSKKLPSAGQGANDMALAKRSRSRTATECDVRMSKSKSDNQISDRAALEAKVKDLLTLAKTKDVEILHLRNELRDMRAQLGINEDHSEGDEKSEKETIMAHQPTDVESTLLQLQEQNTAIREELNQLKNENRMLKDRLNALGFSLEQRLDNSEKLFGYQSLSPEITP.... Result: 0 (no interaction). (8) The miRNA is hsa-miR-1285-5p with sequence GAUCUCACUUUGUUGCCCAGG. The protein sequence of the target gene is MPYLYRAPGPQAHPVPKDARITHSSGQSFEQMRQECLQRGTLFEDADFPASNSSLFYSERPQIPFVWKRPGEIVKNPEFILGGATRTDICQGELGDCWLLAAIASLTLNQKALARVIPQDQSFGPGYAGIFHFQFWQHSEWLDVVIDDRLPTFRDRLVFLHSADHNEFWSALLEKAYAKLNGSYEALKGGSAIEAMEDFTGGVAETFQTKEAPENFYEILEKALKRGSLLGCFIDTRSAAESEARTPFGLIKGHAYSVTGIDQVSFRGQRIELIRIRNPWGQVEWNGSWSDSSPEWRSVG.... Result: 0 (no interaction). (9) The miRNA is hsa-miR-302a-5p with sequence ACUUAAACGUGGAUGUACUUGCU. The protein sequence of the target gene is MSDKNQIAARASLIEQLMSKRNFEDLGNHLTELETIYVTKEHLQETDVVRAVYRVLKNCPSVALKKKAKCLLSKWKAVYKQTHSKARNSPKLFPVRGNKEENSGPSHDPSQNETLGICSSNSLSSQDVAKLSEMIVPENRAIQLKPKEEHFGDGDPESTGKRSSELLDPTTPMRTKCIELLYAALTSSSTDQPKADLWQNFAREIEEHVFTLYSKNIKKYKTCIRSKVANLKNPRNSHLQQNLLSGTTSPREFAEMTVMEMANKELKQLRASYTESCIQEHYLPQVIDGTQTNKIKCRRC.... Result: 1 (interaction).